From a dataset of Peptide-MHC class II binding affinity with 134,281 pairs from IEDB. Regression. Given a peptide amino acid sequence and an MHC pseudo amino acid sequence, predict their binding affinity value. This is MHC class II binding data. (1) The peptide sequence is EKDVTDITVKNCVLK. The MHC is HLA-DQA10104-DQB10503 with pseudo-sequence HLA-DQA10104-DQB10503. The binding affinity (normalized) is 0.213. (2) The peptide sequence is GELQIVDKIDAAFQI. The MHC is DRB3_0202 with pseudo-sequence DRB3_0202. The binding affinity (normalized) is 0.318. (3) The peptide sequence is YDKFLANVSTVLTGF. The MHC is DRB1_0404 with pseudo-sequence DRB1_0404. The binding affinity (normalized) is 0.777. (4) The MHC is DRB1_0101 with pseudo-sequence DRB1_0101. The binding affinity (normalized) is 0.537. The peptide sequence is FDMRFLNSLAIHE. (5) The peptide sequence is IVACAKFTCAKSMSL. The binding affinity (normalized) is 0.259. The MHC is DRB1_1501 with pseudo-sequence DRB1_1501. (6) The peptide sequence is KKWKYLNAVSLCILTIN. The MHC is DRB1_0404 with pseudo-sequence DRB1_0404. The binding affinity (normalized) is 0.381. (7) The peptide sequence is YPIRMQGGCGSCWAF. The MHC is HLA-DQA10101-DQB10501 with pseudo-sequence HLA-DQA10101-DQB10501. The binding affinity (normalized) is 0.205. (8) The peptide sequence is DYDVVYLKPLAGMYK. The MHC is DRB1_0101 with pseudo-sequence DRB1_0101. The binding affinity (normalized) is 1.00. (9) The binding affinity (normalized) is 0.0600. The MHC is DRB1_0401 with pseudo-sequence DRB1_0401. The peptide sequence is FAESNSGGDVVHLALMA. (10) The peptide sequence is FYREPTDQKQFKQDS. The MHC is DRB1_0101 with pseudo-sequence DRB1_0101. The binding affinity (normalized) is 0.114.